This data is from Catalyst prediction with 721,799 reactions and 888 catalyst types from USPTO. The task is: Predict which catalyst facilitates the given reaction. (1) Reactant: [CH2:1]=[C:2]1[C:11]2[CH:12]=[CH:13][CH:14]=[CH:15][C:10]=2[CH2:9][CH2:8][C:7]2[N:6]=[CH:5][S:4][C:3]1=2.N1C2CCC3C=CC=CC=3C(=O)C=2S[CH:17]=1.IC. Product: [CH3:17][C:5]1[S:4][C:3]2[C:2](=[CH2:1])[C:11]3[CH:12]=[CH:13][CH:14]=[CH:15][C:10]=3[CH2:9][CH2:8][C:7]=2[N:6]=1. The catalyst class is: 1. (2) Reactant: [C:1]([O:5][C:6]([N:8]([CH3:50])[C@H:9]([C:19]([NH:21][C@H:22]([C:34]([N:36]([C@H:38]([CH:47]([CH3:49])[CH3:48])/[CH:39]=[C:40](\[CH3:46])/[C:41]([O:43]CC)=[O:42])[CH3:37])=[O:35])[C:23]([CH3:33])([CH3:32])[C:24]1[CH:29]=[CH:28][C:27]([O:30][CH3:31])=[CH:26][CH:25]=1)=[O:20])[C:10]([CH3:18])([CH3:17])[C:11]1[CH:16]=[CH:15][CH:14]=[CH:13][CH:12]=1)=[O:7])([CH3:4])([CH3:3])[CH3:2].O.[OH-].[Li+]. Product: [C:1]([O:5][C:6]([N:8]([CH3:50])[C@H:9]([C:19]([NH:21][C@H:22]([C:34]([N:36]([C@@H:38]([CH:47]([CH3:48])[CH3:49])/[CH:39]=[C:40](/[C:41]([OH:43])=[O:42])\[CH3:46])[CH3:37])=[O:35])[C:23]([CH3:32])([CH3:33])[C:24]1[CH:29]=[CH:28][C:27]([O:30][CH3:31])=[CH:26][CH:25]=1)=[O:20])[C:10]([CH3:18])([CH3:17])[C:11]1[CH:12]=[CH:13][CH:14]=[CH:15][CH:16]=1)=[O:7])([CH3:2])([CH3:3])[CH3:4]. The catalyst class is: 5. (3) Reactant: [Cl:1][C:2]1[CH:7]=[CH:6][C:5]([C:8](=O)[CH:9]=O)=[CH:4][CH:3]=1.[NH2:12][CH2:13][C:14]([NH2:16])=[O:15].[OH-].[Na+].Cl.C(=O)(O)[O-].[Na+]. Product: [Cl:1][C:2]1[CH:3]=[CH:4][C:5]([C:8]2[N:12]=[CH:13][C:14]([OH:15])=[N:16][CH:9]=2)=[CH:6][CH:7]=1. The catalyst class is: 5. (4) Reactant: [C:1]([O:5][C:6](=[O:18])[NH:7][C@@H:8]1[CH2:10][C@H:9]1[C:11]1[CH:16]=[CH:15][C:14]([NH2:17])=[CH:13][CH:12]=1)([CH3:4])([CH3:3])[CH3:2].[C:19](Cl)(=[O:21])[CH3:20]. Product: [C:1]([O:5][C:6](=[O:18])[NH:7][C@@H:8]1[CH2:10][C@H:9]1[C:11]1[CH:16]=[CH:15][C:14]([NH:17][C:19](=[O:21])[CH3:20])=[CH:13][CH:12]=1)([CH3:4])([CH3:2])[CH3:3]. The catalyst class is: 4. (5) Reactant: Br[C:2]1[N:6]([CH:7]([CH3:9])[CH3:8])[C:5]2[CH:10]([C:26]3[CH:31]=[CH:30][C:29]([Cl:32])=[CH:28][CH:27]=3)[N:11]([C:14]3[CH:15]=[C:16]([O:24][CH3:25])[C:17]4[N:21]=[N:20][N:19]([CH3:22])[C:18]=4[CH:23]=3)[C:12](=[O:13])[C:4]=2[N:3]=1.[CH3:33]B1OB(C)OB(C)O1. Product: [Cl:32][C:29]1[CH:30]=[CH:31][C:26]([CH:10]2[C:5]3[N:6]([CH:7]([CH3:9])[CH3:8])[C:2]([CH3:33])=[N:3][C:4]=3[C:12](=[O:13])[N:11]2[C:14]2[CH:15]=[C:16]([O:24][CH3:25])[C:17]3[N:21]=[N:20][N:19]([CH3:22])[C:18]=3[CH:23]=2)=[CH:27][CH:28]=1. The catalyst class is: 34.